From a dataset of Catalyst prediction with 721,799 reactions and 888 catalyst types from USPTO. Predict which catalyst facilitates the given reaction. (1) Reactant: [C:1]([O:5][C:6]([NH:8][CH:9]([C:13]1[CH:18]=[CH:17][CH:16]=[CH:15][CH:14]=1)[C:10]([OH:12])=[O:11])=[O:7])([CH3:4])([CH3:3])[CH3:2].[N:19]12[CH2:26][CH2:25][CH:22]([CH2:23][CH2:24]1)[C@@H:21](O)[CH2:20]2.C1C=CC2N(O)N=NC=2C=1.C1CCC(N=C=NC2CCCCC2)CC1. The catalyst class is: 1. Product: [C:1]([O:5][C:6]([NH:8][CH:9]([C:13]1[CH:18]=[CH:17][CH:16]=[CH:15][CH:14]=1)[C:10]([O:12][C@@H:21]1[CH:22]2[CH2:25][CH2:26][N:19]([CH2:24][CH2:23]2)[CH2:20]1)=[O:11])=[O:7])([CH3:4])([CH3:2])[CH3:3]. (2) Reactant: [CH3:1][C@:2]12[C:9]([CH3:11])([CH3:10])[CH:6]([CH2:7][CH2:8]1)[C:5](=[O:12])[CH2:4][C:3]2=[O:13].C(N(CC)CC)C.[Cl:21][C:22]1[CH:27]=[CH:26][C:25]([N:28]=[C:29]=[O:30])=[CH:24][CH:23]=1.Cl. Product: [Cl:21][C:22]1[CH:27]=[CH:26][C:25]([NH:28][C:29]([CH:4]2[C:5](=[O:12])[CH:6]3[C:9]([CH3:10])([CH3:11])[C@@:2]([CH3:1])([CH2:8][CH2:7]3)[C:3]2=[O:13])=[O:30])=[CH:24][CH:23]=1. The catalyst class is: 119. (3) Reactant: [Cl:1][C:2]1[CH:3]=[C:4]2[C:31]([CH3:32])=[N:30][NH:29][C:5]2=[C:6]2[C:11]=1[N:10]=[C:9]([C:12]1[N:13]([C:21]3[C:26]([Cl:27])=[CH:25][CH:24]=[CH:23][N:22]=3)[N:14]=[C:15]([C:17]([F:20])([F:19])[F:18])[CH:16]=1)[O:8][C:7]2=[O:28].Cl.[C:34]1([NH2:40])([CH:37]2[CH2:39][CH2:38]2)[CH2:36][CH2:35]1.C(N(CC)CC)C. Product: [C:34]1([NH:40][C:7]([C:6]2[C:11]([NH:10][C:9]([C:12]3[N:13]([C:21]4[C:26]([Cl:27])=[CH:25][CH:24]=[CH:23][N:22]=4)[N:14]=[C:15]([C:17]([F:18])([F:20])[F:19])[CH:16]=3)=[O:8])=[C:2]([Cl:1])[CH:3]=[C:4]3[C:5]=2[NH:29][N:30]=[C:31]3[CH3:32])=[O:28])([CH:37]2[CH2:39][CH2:38]2)[CH2:36][CH2:35]1. The catalyst class is: 9. (4) Reactant: [F:1][C:2]([F:14])([F:13])[C:3]([NH:5][C:6]1[CH:11]=[CH:10][C:9]([Cl:12])=[CH:8][CH:7]=1)=O.P([Cl:31])(OC1C=CC=CC=1)(OC1C=CC=CC=1)=O.C(N(CC)CC)C.C(#N)C. Product: [Cl:12][C:9]1[CH:10]=[CH:11][C:6]([N:5]=[C:3]([Cl:31])[C:2]([F:14])([F:13])[F:1])=[CH:7][CH:8]=1. The catalyst class is: 13. (5) Reactant: [H-].[H-].[H-].[H-].[Li+].[Al+3].[F:7][C:8]1([F:18])[CH2:13][CH2:12][CH:11]([C:14](OC)=[O:15])[CH2:10][CH2:9]1.O.[OH-].[K+]. Product: [F:7][C:8]1([F:18])[CH2:13][CH2:12][CH:11]([CH2:14][OH:15])[CH2:10][CH2:9]1. The catalyst class is: 28. (6) Reactant: [CH3:1][NH:2][C:3]([N:5]1[C:13]2[C:8](=[CH:9][C:10]([O:14][C:15]3[CH:20]=[CH:19][N:18]=[C:17]([N:21](C(OC4C=CC=CC=4)=O)[C:22](=O)[O:23]C4C=CC=CC=4)[CH:16]=3)=[CH:11][CH:12]=2)[CH:7]=[CH:6]1)=[O:4].[N:40]1([CH:46]2[CH2:51][CH2:50][NH:49][CH2:48][CH2:47]2)[CH2:45][CH2:44][CH2:43][CH2:42][CH2:41]1. The catalyst class is: 9. Product: [CH3:1][NH:2][C:3]([N:5]1[C:13]2[C:8](=[CH:9][C:10]([O:14][C:15]3[CH:20]=[CH:19][N:18]=[C:17]([NH:21][C:22]([N:49]4[CH2:50][CH2:51][CH:46]([N:40]5[CH2:45][CH2:44][CH2:43][CH2:42][CH2:41]5)[CH2:47][CH2:48]4)=[O:23])[CH:16]=3)=[CH:11][CH:12]=2)[CH:7]=[CH:6]1)=[O:4]. (7) Reactant: [C:1]([C@H:5]1[C@@H:11]([C:12]2[CH:17]=[CH:16][C:15]([F:18])=[CH:14][CH:13]=2)[CH2:10][C@H:9]2[N:19]([CH3:20])[C@@H:6]1[CH2:7][CH2:8]2)(=O)[CH2:2][CH3:3].C[NH:22][OH:23].Cl.[C:25](=O)(O)[O-].[K+]. Product: [CH3:25][O:23][N:22]=[C:1]([CH:5]1[CH:11]([C:12]2[CH:17]=[CH:16][C:15]([F:18])=[CH:14][CH:13]=2)[CH2:10][CH:9]2[N:19]([CH3:20])[CH:6]1[CH2:7][CH2:8]2)[CH2:2][CH3:3]. The catalyst class is: 5. (8) Reactant: [Cl:1][C:2]1[C:7]([Cl:8])=[CH:6][CH:5]=[CH:4][C:3]=1[CH:9]1[CH2:14][CH2:13][N:12]([CH2:15][CH2:16][CH2:17][CH2:18][O:19][C:20]2[CH:21]=[CH:22][C:23]3SC=N[C:24]=3[CH:28]=2)[CH2:11][CH2:10]1.[Na+].[I-].ClC1C(Cl)=CC=CC=1C1C[CH2:43][NH:42][CH2:41][CH2:40]1.C([O-])([O-])=[O:46].[K+].[K+]. Product: [Cl:1][C:2]1[C:7]([Cl:8])=[CH:6][CH:5]=[CH:4][C:3]=1[CH:9]1[CH2:10][CH2:11][N:12]([CH2:15][CH2:16][CH2:17][CH2:18][O:19][C:20]2[CH:28]=[C:24]3[C:23]([CH2:40][CH2:41][NH:42][C:43]3=[O:46])=[CH:22][CH:21]=2)[CH2:13][CH2:14]1. The catalyst class is: 23. (9) Reactant: Cl[C:2]1[CH:7]=[C:6]([Cl:8])[N:5]=[C:4]([S:9][CH2:10][C:11]2[CH:16]=[CH:15][CH:14]=[C:13]([F:17])[C:12]=2[F:18])[N:3]=1.[CH3:19][C:20]([CH3:23])([O-:22])[CH3:21].[K+]. Product: [Cl:8][C:6]1[CH:7]=[C:2]([O:22][C:20]([CH3:23])([CH3:21])[CH3:19])[N:3]=[C:4]([S:9][CH2:10][C:11]2[CH:16]=[CH:15][CH:14]=[C:13]([F:17])[C:12]=2[F:18])[N:5]=1. The catalyst class is: 20.